The task is: Predict the reaction yield, written as a fraction of the theoretical maximum amount of product (1.0 means a 100% yield; for example, 0.34 means a 34% yield).. This data is from Reaction yield outcomes from USPTO patents with 853,638 reactions. (1) The reactants are [C:1]12([CH:11]([OH:44])[CH2:12][N:13]3[C:18](=[O:19])[C:17]([CH2:20][C:21]4[CH:26]=[CH:25][C:24]([C:27]5[CH:32]=[CH:31][CH:30]=[CH:29][C:28]=5[C:33]5[NH:37][C:36](=[O:38])[O:35][N:34]=5)=[CH:23][CH:22]=4)=[C:16]([CH2:39][CH2:40][CH2:41][CH3:42])[N:15]=[C:14]3[CH3:43])[CH2:10][CH:5]3[CH2:6][CH:7]([CH2:9][CH:3]([CH2:4]3)[CH2:2]1)[CH2:8]2.CC(OI1(OC(C)=O)(OC(C)=O)OC(=O)C2C1=CC=CC=2)=O.C(=O)([O-])O.[Na+].S([O-])([O-])(=O)=S.[Na+].[Na+]. The catalyst is C(Cl)Cl. The product is [C:1]12([C:11](=[O:44])[CH2:12][N:13]3[C:18](=[O:19])[C:17]([CH2:20][C:21]4[CH:26]=[CH:25][C:24]([C:27]5[CH:32]=[CH:31][CH:30]=[CH:29][C:28]=5[C:33]5[NH:37][C:36](=[O:38])[O:35][N:34]=5)=[CH:23][CH:22]=4)=[C:16]([CH2:39][CH2:40][CH2:41][CH3:42])[N:15]=[C:14]3[CH3:43])[CH2:10][CH:5]3[CH2:4][CH:3]([CH2:9][CH:7]([CH2:6]3)[CH2:8]1)[CH2:2]2. The yield is 0.730. (2) The reactants are [CH3:1][O:2][C:3]1[CH:8]=[C:7]([O:9][CH2:10][C:11]([F:14])([F:13])[F:12])[C:6]([CH3:15])=[CH:5][C:4]=1[N+:16]([O-])=O. The catalyst is CCO.CCOC(C)=O.[Pd]. The product is [CH3:1][O:2][C:3]1[CH:8]=[C:7]([O:9][CH2:10][C:11]([F:12])([F:13])[F:14])[C:6]([CH3:15])=[CH:5][C:4]=1[NH2:16]. The yield is 0.990. (3) The catalyst is CN(C)C1C=CN=CC=1.C(Cl)Cl. The product is [CH:13]1([C:18]2[C:26]3[C:21](=[CH:22][CH:23]=[CH:24][CH:25]=3)[N:20]([S:27]([C:30]3[CH:31]=[CH:32][C:33]([C:34]([NH:45][CH2:39][C@H:40]4[CH2:41][CH2:42][CH2:43][O:44]4)=[O:35])=[CH:37][CH:38]=3)(=[O:28])=[O:29])[CH:19]=2)[CH2:14][CH2:15][CH2:16][CH2:17]1. The yield is 0.160. The reactants are Cl.CN(C)CCCN=C=NCC.[CH:13]1([C:18]2[C:26]3[C:21](=[CH:22][CH:23]=[CH:24][CH:25]=3)[N:20]([S:27]([C:30]3[CH:38]=[CH:37][C:33]([C:34](O)=[O:35])=[CH:32][CH:31]=3)(=[O:29])=[O:28])[CH:19]=2)[CH2:17][CH2:16][CH2:15][CH2:14]1.[CH2:39]([NH2:45])[C@@H:40]1[O:44][CH2:43][CH2:42][CH2:41]1. (4) The reactants are [ClH:1].[CH3:2][N:3]1[C@@H:20]2[CH2:21][C:8]3[CH:9]=[CH:10][C:11]([O:23][CH3:24])=[C:12]4[O:13][C@H:14]5[C:15]([CH2:17][CH2:18][C@:19]2([OH:22])[C@:6]5([C:7]=34)[CH2:5][CH2:4]1)=[O:16]. No catalyst specified. The product is [CH3:2][N:3]1[C@@H:20]2[CH2:21][C:8]3[CH:9]=[CH:10][C:11]([O:23][CH3:24])=[C:12]4[O:13][C@H:14]5[C:15]([CH2:17][CH2:18][C@:19]2([OH:22])[C@:6]5([C:7]=34)[CH2:5][CH2:4]1)=[O:16].[ClH:1]. The yield is 0.910. (5) The reactants are [Br:1][C:2]1[CH:3]=[C:4]2[C:8](=[CH:9][CH:10]=1)[NH:7][C:6](=[O:11])[C:5]12[O:16][CH2:15][CH2:14][CH2:13][O:12]1.[OH-].[CH2:18]([N+:25](C)(C)C)[C:19]1C=CC=[CH:21][CH:20]=1.CCO. The catalyst is O. The product is [Br:1][C:2]1[CH:3]=[C:4]2[C:8](=[CH:9][CH:10]=1)[N:7]([CH:20]([CH3:21])[CH2:19][C:18]#[N:25])[C:6](=[O:11])[C:5]12[O:16][CH2:15][CH2:14][CH2:13][O:12]1. The yield is 0.160. (6) The reactants are [C:1](Cl)(=[O:4])[CH:2]=[CH2:3].[Cl:6][C:7]1[C:8]([C:34]2[CH:35]=[N:36][N:37]3[CH:42]=[CH:41][CH:40]=[CH:39][C:38]=23)=[N:9][C:10]([NH:13][C:14]2[CH:15]=[C:16]([NH2:33])[C:17]([N:22]([CH3:32])[CH2:23][CH2:24][N:25]3[CH2:30][CH2:29][N:28]([CH3:31])[CH2:27][CH2:26]3)=[CH:18][C:19]=2[O:20][CH3:21])=[N:11][CH:12]=1. The catalyst is C(Cl)Cl. The product is [Cl:6][C:7]1[C:8]([C:34]2[CH:35]=[N:36][N:37]3[CH:42]=[CH:41][CH:40]=[CH:39][C:38]=23)=[N:9][C:10]([NH:13][C:14]2[C:19]([O:20][CH3:21])=[CH:18][C:17]([N:22]([CH3:32])[CH2:23][CH2:24][N:25]3[CH2:30][CH2:29][N:28]([CH3:31])[CH2:27][CH2:26]3)=[C:16]([NH:33][C:1](=[O:4])[CH:2]=[CH2:3])[CH:15]=2)=[N:11][CH:12]=1. The yield is 0.630. (7) The reactants are CO[C:3]1[CH:8]=[CH:7][C:6]([N:9]2[CH2:14][CH2:13][N:12]([C:15]3[C:16]([CH3:30])=[C:17]([CH3:29])[C:18]4[O:22][C:21]([CH2:24]C#N)([CH3:23])[CH2:20][C:19]=4[C:27]=3[CH3:28])[CH2:11][CH2:10]2)=[CH:5][CH:4]=1.[OH-:31].[Na+].[CH2:33](O)C.Cl.[C:37]([O:40]CC)(=[O:39])C. The catalyst is O. The product is [CH3:33][O:31][C:3]1[CH:4]=[CH:5][C:6]([N:9]2[CH2:10][CH2:11][N:12]([C:15]3[C:16]([CH3:30])=[C:17]([CH3:29])[C:18]4[O:22][C:21]([CH2:24][C:37]([OH:40])=[O:39])([CH3:23])[CH2:20][C:19]=4[C:27]=3[CH3:28])[CH2:13][CH2:14]2)=[CH:7][CH:8]=1. The yield is 0.550. (8) The reactants are [Cl:1]C(OC(Cl)C)=O.C([N:21]1[CH2:24][CH:23]([C:25]2[O:26][C:27]3[CH:33]=[CH:32][CH:31]=[CH:30][C:28]=3[CH:29]=2)[CH2:22]1)(C1C=CC=CC=1)C1C=CC=CC=1.C(O)C. The catalyst is ClCCl. The product is [ClH:1].[O:26]1[C:27]2[CH:33]=[CH:32][CH:31]=[CH:30][C:28]=2[CH:29]=[C:25]1[CH:23]1[CH2:22][NH:21][CH2:24]1. The yield is 1.23. (9) The reactants are [CH2:1]([C@@H:5]1[NH:10][CH2:9][C@H:8]([CH2:11][CH:12]([CH3:14])[CH3:13])[NH:7][C:6]1=[O:15])[CH:2]([CH3:4])[CH3:3].[Cl:16][C:17]1[CH:22]=[CH:21][C:20]([C:23]2[O:27][N:26]=[C:25]([C:28](O)=[O:29])[CH:24]=2)=[CH:19][C:18]=1[F:31].C([C@@H]1N(C(=O)/C=C/C2C=CC=CC=2)C[C@H](CC(C)C)NC1=O)C(C)C. No catalyst specified. The product is [Cl:16][C:17]1[CH:22]=[CH:21][C:20]([C:23]2[O:27][N:26]=[C:25]([C:28]([N:10]3[CH2:9][C@H:8]([CH2:11][CH:12]([CH3:14])[CH3:13])[NH:7][C:6](=[O:15])[C@@H:5]3[CH2:1][CH:2]([CH3:4])[CH3:3])=[O:29])[CH:24]=2)=[CH:19][C:18]=1[F:31]. The yield is 0.760.